Dataset: Peptide-MHC class I binding affinity with 185,985 pairs from IEDB/IMGT. Task: Regression. Given a peptide amino acid sequence and an MHC pseudo amino acid sequence, predict their binding affinity value. This is MHC class I binding data. (1) The peptide sequence is KLITQPLPA. The MHC is HLA-B15:17 with pseudo-sequence HLA-B15:17. The binding affinity (normalized) is 0.0847. (2) The MHC is HLA-A29:02 with pseudo-sequence HLA-A29:02. The binding affinity (normalized) is 0.213. The peptide sequence is GTYKRVTEK. (3) The peptide sequence is IMDEPTSSL. The MHC is HLA-B07:02 with pseudo-sequence HLA-B07:02. The binding affinity (normalized) is 0.213. (4) The peptide sequence is EETLLTTWL. The MHC is HLA-B27:05 with pseudo-sequence HLA-B27:05. The binding affinity (normalized) is 0.0847.